From a dataset of Full USPTO retrosynthesis dataset with 1.9M reactions from patents (1976-2016). Predict the reactants needed to synthesize the given product. (1) Given the product [Cl:6][C:7]1[N:11]([CH3:12])[N:10]=[C:9]([CH3:13])[C:8]=1[C:14]([Cl:4])=[O:15], predict the reactants needed to synthesize it. The reactants are: S(Cl)([Cl:4])(=O)=O.[Cl:6][C:7]1[N:11]([CH3:12])[N:10]=[C:9]([CH3:13])[C:8]=1[CH:14]=[O:15]. (2) Given the product [CH:1]([C:4]1[CH:9]=[CH:8][CH:7]=[CH:6][C:5]=1[C:10]1[CH:15]=[CH:14][CH:13]=[CH:12][C:11]=1[CH2:16][N:17]1[CH:22]=[CH:21][CH:20]=[C:19]([C:23]([OH:25])=[O:24])[C:18]1=[O:28])([CH3:3])[CH3:2], predict the reactants needed to synthesize it. The reactants are: [CH:1]([C:4]1[CH:9]=[CH:8][CH:7]=[CH:6][C:5]=1[C:10]1[CH:15]=[CH:14][CH:13]=[CH:12][C:11]=1[CH2:16][N:17]1[CH:22]=[CH:21][CH:20]=[C:19]([C:23]([O:25]CC)=[O:24])[C:18]1=[O:28])([CH3:3])[CH3:2].C1COCC1.CO.[OH-].[Na+]. (3) Given the product [Cl:1][C:2]1[N:7]=[C:6]([Cl:8])[C:5]([NH:9][CH2:15][CH:12]2[CH2:13][CH2:14][O:10][CH2:11]2)=[CH:4][N:3]=1, predict the reactants needed to synthesize it. The reactants are: [Cl:1][C:2]1[N:7]=[C:6]([Cl:8])[C:5]([NH2:9])=[CH:4][N:3]=1.[O:10]1[CH2:14][CH2:13][CH:12]([CH:15]=O)[CH2:11]1.C(O[BH-](OC(=O)C)OC(=O)C)(=O)C.[Na+]. (4) Given the product [F:49][C:48]1[C:47]2[CH2:46][CH2:45][CH2:44][CH2:43][C:42]=2[N:41]2[CH2:50][CH2:51][N:38]([C:34]3[N:33]=[CH:32][CH:31]=[C:30]([C:6]4[CH:5]=[C:4]([NH:17][C:18]5[CH:27]=[C:21]6[CH2:22][N:23]([CH3:26])[CH2:24][CH2:25][N:20]6[N:19]=5)[C:3](=[O:28])[N:2]([CH3:1])[CH:7]=4)[C:35]=3[CH:36]=[O:37])[C:39](=[O:52])[C:40]=12, predict the reactants needed to synthesize it. The reactants are: [CH3:1][N:2]1[CH:7]=[C:6](B2OC(C)(C)C(C)(C)O2)[CH:5]=[C:4]([NH:17][C:18]2[CH:27]=[C:21]3[CH2:22][N:23]([CH3:26])[CH2:24][CH2:25][N:20]3[N:19]=2)[C:3]1=[O:28].Cl[C:30]1[C:35]([CH:36]=[O:37])=[C:34]([N:38]2[CH2:51][CH2:50][N:41]3[C:42]4[CH2:43][CH2:44][CH2:45][CH2:46][C:47]=4[C:48]([F:49])=[C:40]3[C:39]2=[O:52])[N:33]=[CH:32][CH:31]=1.[O-]P([O-])([O-])=O.[K+].[K+].[K+].CC([O-])=O.[Na+]. (5) The reactants are: C[O:2][C:3](=[O:30])[CH2:4][CH2:5][C:6]1[CH:11]=[CH:10][C:9]([O:12][CH2:13][C:14]2[S:15][C:16]([C:19]3[CH:24]=[CH:23][C:22]([C:25]([F:28])([F:27])[F:26])=[CH:21][CH:20]=3)=[CH:17][CH:18]=2)=[CH:8][C:7]=1[CH3:29].[OH-].[Na+].[CH2:33]1COCC1. Given the product [CH3:29][C:7]1[CH:8]=[C:9]([O:12][CH2:13][C:14]2[S:15][C:16]([C:19]3[CH:24]=[CH:23][C:22]([C:25]([F:27])([F:26])[F:28])=[CH:21][CH:20]=3)=[CH:17][C:18]=2[CH3:33])[CH:10]=[CH:11][C:6]=1[CH2:5][CH2:4][C:3]([OH:2])=[O:30], predict the reactants needed to synthesize it. (6) Given the product [O:35]=[C:29]1[C:28]2[C:32](=[CH:33][CH:34]=[C:26]([NH:25][C:22](=[O:23])[CH2:21][N:19]3[CH:20]=[C:16]([O:15][C:6]4[C:5]5[C:10](=[CH:11][C:12]([O:13][CH3:14])=[C:3]([O:2][CH3:1])[CH:4]=5)[N:9]=[CH:8][N:7]=4)[CH:17]=[N:18]3)[CH:27]=2)[CH2:31][O:30]1, predict the reactants needed to synthesize it. The reactants are: [CH3:1][O:2][C:3]1[CH:4]=[C:5]2[C:10](=[CH:11][C:12]=1[O:13][CH3:14])[N:9]=[CH:8][N:7]=[C:6]2[O:15][C:16]1[CH:17]=[N:18][N:19]([CH2:21][C:22](O)=[O:23])[CH:20]=1.[NH2:25][C:26]1[CH:27]=[C:28]2[C:32](=[CH:33][CH:34]=1)[CH2:31][O:30][C:29]2=[O:35]. (7) Given the product [Br:1][C:2]1[CH:7]=[CH:6][C:5]([N+:8]([O-:10])=[O:9])=[C:4]([NH:18][CH:15]2[CH2:16][CH2:17][O:12][CH2:13][CH2:14]2)[CH:3]=1, predict the reactants needed to synthesize it. The reactants are: [Br:1][C:2]1[CH:7]=[CH:6][C:5]([N+:8]([O-:10])=[O:9])=[C:4](F)[CH:3]=1.[O:12]1[CH2:17][CH2:16][CH:15]([NH2:18])[CH2:14][CH2:13]1. (8) The reactants are: [CH3:1][C:2]1[C:10]2[C:9]([C:11](O)=[O:12])=[CH:8][C:7]([CH3:14])=[N:6][C:5]=2[N:4]([C:15]2[CH:20]=[CH:19][CH:18]=[CH:17][CH:16]=2)[N:3]=1.[CH3:21][C:22]1[CH:23]=[N:24][CH:25]=[C:26]([CH3:29])[C:27]=1[NH2:28].N1C=CC=CC=1.P(Cl)(Cl)(Cl)=O. Given the product [CH3:21][C:22]1[CH:23]=[N:24][CH:25]=[C:26]([CH3:29])[C:27]=1[NH:28][C:11]([C:9]1[C:10]2[C:2]([CH3:1])=[N:3][N:4]([C:15]3[CH:20]=[CH:19][CH:18]=[CH:17][CH:16]=3)[C:5]=2[N:6]=[C:7]([CH3:14])[CH:8]=1)=[O:12], predict the reactants needed to synthesize it. (9) The reactants are: [Br:1][C:2]1[C:10]2[O:9][C:8](C(O)=O)([C:11]([OH:13])=[O:12])[O:7][C:6]=2[CH:5]=[C:4]([F:17])[CH:3]=1. Given the product [Br:1][C:2]1[C:10]2[O:9][CH:8]([C:11]([OH:13])=[O:12])[O:7][C:6]=2[CH:5]=[C:4]([F:17])[CH:3]=1, predict the reactants needed to synthesize it. (10) Given the product [C:21]([N:25]1[C:26](=[O:27])[C:9]2[C:8](=[CH:13][CH:12]=[C:11]([Cl:14])[CH:10]=2)[NH:7][C:6]1=[O:15])([CH3:24])([CH3:23])[CH3:22], predict the reactants needed to synthesize it. The reactants are: C(O[C:6](=[O:15])[NH:7][C:8]1[CH:13]=[CH:12][C:11]([Cl:14])=[CH:10][CH:9]=1)(C)(C)C.[Li]C(C)(C)C.[C:21]([N:25]=[C:26]=[O:27])([CH3:24])([CH3:23])[CH3:22].